From a dataset of Reaction yield outcomes from USPTO patents with 853,638 reactions. Predict the reaction yield, written as a fraction of the theoretical maximum amount of product (1.0 means a 100% yield; for example, 0.34 means a 34% yield). (1) The reactants are O1CCCC1.[N:6]1[CH:11]=[CH:10][CH:9]=[CH:8][C:7]=1[CH2:12][CH2:13][C:14]1[CH:23]=[CH:22][C:17]([C:18](OC)=[O:19])=[CH:16][CH:15]=1.[H-].C([NH2+]CC(C)C)C(C)C.C(C(C(C([O-])=O)O)O)([O-])=O.[Na+].[K+]. The catalyst is C(OCC)(=O)C. The product is [N:6]1[CH:11]=[CH:10][CH:9]=[CH:8][C:7]=1[CH2:12][CH2:13][C:14]1[CH:15]=[CH:16][C:17]([CH2:18][OH:19])=[CH:22][CH:23]=1. The yield is 0.960. (2) The reactants are C1C=CC2N(O)N=NC=2C=1.O.C(N(CC)C(C)C)(C)C.[CH3:21][C@H:22]([NH:26][C:27]([O:29][C:30]([CH3:33])([CH3:32])[CH3:31])=[O:28])[C:23]([OH:25])=O.Cl.CN(C)CCCN=C=NCC.[NH2:46][CH:47]1[N:53]=[C:52]([C:54]2[CH:59]=[CH:58][CH:57]=[CH:56][CH:55]=2)[C:51]2[CH:60]=[CH:61][CH:62]=[CH:63][C:50]=2[N:49]([CH2:64][CH2:65][CH2:66][C:67]([F:70])([F:69])[F:68])[C:48]1=[O:71]. The catalyst is C1COCC1.C(Cl)Cl. The product is [C:30]([O:29][C:27]([NH:26][C@H:22]([C:23]([NH:46][CH:47]1[N:53]=[C:52]([C:54]2[CH:55]=[CH:56][CH:57]=[CH:58][CH:59]=2)[C:51]2[CH:60]=[CH:61][CH:62]=[CH:63][C:50]=2[N:49]([CH2:64][CH2:65][CH2:66][C:67]([F:69])([F:68])[F:70])[C:48]1=[O:71])=[O:25])[CH3:21])=[O:28])([CH3:33])([CH3:32])[CH3:31]. The yield is 0.830. (3) The reactants are [Br:1][C:2]1[CH:7]=[CH:6][C:5]([C:8]2[C:12]3[CH:13]=[CH:14][C:15]([OH:17])=[CH:16][C:11]=3[S:10][N:9]=2)=[CH:4][CH:3]=1.C([O-])([O-])=O.[K+].[K+].[Br:24][CH2:25][CH2:26][CH2:27][CH2:28]Br. The catalyst is CC(C)=O. The product is [Br:24][CH2:25][CH2:26][CH2:27][CH2:28][O:17][C:15]1[CH:14]=[CH:13][C:12]2[C:8]([C:5]3[CH:4]=[CH:3][C:2]([Br:1])=[CH:7][CH:6]=3)=[N:9][S:10][C:11]=2[CH:16]=1. The yield is 0.710. (4) The reactants are [CH2:1]([P:3]([OH:10])([CH2:5][CH2:6][C:7]([OH:9])=[O:8])=[O:4])[CH3:2].[OH-].[Na+:12]. The catalyst is O. The product is [Na+:12].[CH2:1]([P:3]([OH:10])([CH2:5][CH2:6][C:7]([O-:9])=[O:8])=[O:4])[CH3:2]. The yield is 0.990. (5) The reactants are [Br:1][C:2]1[CH:3]=[C:4]([CH:7]=[CH:8][C:9]=1[OH:10])[C:5]#[N:6].[OH:11]S(O)(=O)=O. No catalyst specified. The product is [Br:1][C:2]1[CH:3]=[C:4]([CH:7]=[CH:8][C:9]=1[OH:10])[C:5]([NH2:6])=[O:11]. The yield is 0.830. (6) The reactants are [C:1]([O:7][C:8]([CH3:11])([CH3:10])[CH3:9])(=[O:6])[CH2:2][C:3]([CH3:5])=O.[N+:12]([C:15]1[CH:22]=[CH:21][CH:20]=[CH:19][C:16]=1[CH:17]=O)([O-:14])=[O:13].[NH4+:23].[OH-:24]. The catalyst is CCO. The product is [CH3:5][C:3]1[NH:23][C:3]([CH3:5])=[C:2]([C:1]([O:7][C:8]([CH3:11])([CH3:10])[CH3:9])=[O:24])[CH:17]([C:16]2[CH:19]=[CH:20][CH:21]=[CH:22][C:15]=2[N+:12]([O-:14])=[O:13])[C:2]=1[C:1]([O:7][C:8]([CH3:11])([CH3:10])[CH3:9])=[O:6]. The yield is 0.0900. (7) The reactants are [F:1][C:2]1[CH:7]=[CH:6][C:5]([OH:8])=[CH:4][CH:3]=1.[C:9](O)([CH3:12])([CH3:11])[CH3:10].S(=O)(=O)(O)O. The catalyst is C(Cl)Cl. The product is [C:9]([C:6]1[CH:7]=[C:2]([F:1])[CH:3]=[CH:4][C:5]=1[OH:8])([CH3:12])([CH3:11])[CH3:10]. The yield is 0.420. (8) The reactants are [OH:1][C:2]1[CH:9]=[C:8]([O:10][CH3:11])[CH:7]=[CH:6][C:3]=1[C:4]#[N:5].[CH:12]1(O)[CH2:16][CH2:15][CH2:14][CH2:13]1.C1(P(C2C=CC=CC=2)C2C=CC=CC=2)C=CC=CC=1. The catalyst is C1COCC1. The product is [CH:12]1([O:1][C:2]2[CH:9]=[C:8]([O:10][CH3:11])[CH:7]=[CH:6][C:3]=2[C:4]#[N:5])[CH2:16][CH2:15][CH2:14][CH2:13]1. The yield is 0.900. (9) The catalyst is C1C=CC([P]([Pd]([P](C2C=CC=CC=2)(C2C=CC=CC=2)C2C=CC=CC=2)([P](C2C=CC=CC=2)(C2C=CC=CC=2)C2C=CC=CC=2)[P](C2C=CC=CC=2)(C2C=CC=CC=2)C2C=CC=CC=2)(C2C=CC=CC=2)C2C=CC=CC=2)=CC=1.O. The reactants are [C:1]([O:7][CH2:8][C@H:9]([C:15]1[C:24]([CH3:25])=[CH:23][C:18]2[N:19]=[C:20]([NH2:22])[S:21][C:17]=2[C:16]=1Br)[O:10][C:11]([CH3:14])([CH3:13])[CH3:12])(=[O:6])[C:2]([CH3:5])([CH3:4])[CH3:3].C([O-])([O-])=O.[K+].[K+].[Cl:33][C:34]1[CH:39]=[CH:38][C:37](B(O)O)=[CH:36][CH:35]=1.O1CCOCC1. The product is [C:1]([O:7][CH2:8][C@H:9]([C:15]1[C:24]([CH3:25])=[CH:23][C:18]2[N:19]=[C:20]([NH2:22])[S:21][C:17]=2[C:16]=1[C:37]1[CH:38]=[CH:39][C:34]([Cl:33])=[CH:35][CH:36]=1)[O:10][C:11]([CH3:14])([CH3:13])[CH3:12])(=[O:6])[C:2]([CH3:5])([CH3:4])[CH3:3]. The yield is 0.900.